From a dataset of Forward reaction prediction with 1.9M reactions from USPTO patents (1976-2016). Predict the product of the given reaction. (1) Given the reactants [OH:1][C:2]1[CH:7]=[C:6]([N+:8]([O-:10])=[O:9])[CH:5]=[CH:4][C:3]=1[NH:11][C:12](=[O:14])[CH3:13].C(=O)([O-])[O-].[K+].[K+].[CH2:21](Br)[C:22]1[CH:27]=[CH:26][CH:25]=[CH:24][CH:23]=1.CCCCCC.CCOC(C)=O, predict the reaction product. The product is: [CH2:21]([O:1][C:2]1[CH:7]=[C:6]([N+:8]([O-:10])=[O:9])[CH:5]=[CH:4][C:3]=1[NH:11][C:12](=[O:14])[CH3:13])[C:22]1[CH:27]=[CH:26][CH:25]=[CH:24][CH:23]=1. (2) Given the reactants C(N(CC)CC)C.[NH:8]1[CH2:12][CH2:11][CH2:10][CH2:9]1.[NH:13]1[C:21]2[C:16](=[N:17][CH:18]=[CH:19][CH:20]=2)[C:15]([CH2:22][C:23](OCC)=[O:24])=[CH:14]1, predict the reaction product. The product is: [N:8]1([C:23](=[O:24])[CH2:22][C:15]2[C:16]3=[N:17][CH:18]=[CH:19][CH:20]=[C:21]3[NH:13][CH:14]=2)[CH2:12][CH2:11][CH2:10][CH2:9]1.